This data is from NCI-60 drug combinations with 297,098 pairs across 59 cell lines. The task is: Regression. Given two drug SMILES strings and cell line genomic features, predict the synergy score measuring deviation from expected non-interaction effect. (1) Drug 2: CC1=CC=C(C=C1)C2=CC(=NN2C3=CC=C(C=C3)S(=O)(=O)N)C(F)(F)F. Drug 1: CC1=C(C=C(C=C1)NC2=NC=CC(=N2)N(C)C3=CC4=NN(C(=C4C=C3)C)C)S(=O)(=O)N.Cl. Synergy scores: CSS=14.1, Synergy_ZIP=3.93, Synergy_Bliss=9.08, Synergy_Loewe=4.84, Synergy_HSA=6.14. Cell line: MALME-3M. (2) Drug 1: CC1=CC=C(C=C1)C2=CC(=NN2C3=CC=C(C=C3)S(=O)(=O)N)C(F)(F)F. Drug 2: CC1CCC2CC(C(=CC=CC=CC(CC(C(=O)C(C(C(=CC(C(=O)CC(OC(=O)C3CCCCN3C(=O)C(=O)C1(O2)O)C(C)CC4CCC(C(C4)OC)O)C)C)O)OC)C)C)C)OC. Cell line: UO-31. Synergy scores: CSS=12.8, Synergy_ZIP=3.90, Synergy_Bliss=6.32, Synergy_Loewe=-23.0, Synergy_HSA=4.51. (3) Synergy scores: CSS=-6.31, Synergy_ZIP=0.901, Synergy_Bliss=-3.90, Synergy_Loewe=-6.08, Synergy_HSA=-6.07. Cell line: SNB-19. Drug 2: CC(C)CN1C=NC2=C1C3=CC=CC=C3N=C2N. Drug 1: CC12CCC(CC1=CCC3C2CCC4(C3CC=C4C5=CN=CC=C5)C)O.